This data is from Catalyst prediction with 721,799 reactions and 888 catalyst types from USPTO. The task is: Predict which catalyst facilitates the given reaction. (1) Reactant: C([O-])([O-])=O.[K+].[K+].[C:7]([O:15][CH2:16][CH3:17])(=[O:14])[CH2:8][C:9]([O:11][CH2:12][CH3:13])=[O:10].[Br:18][C:19]1[CH:20]=[C:21]([N+:26]([O-:28])=[O:27])[C:22](Cl)=[N:23][CH:24]=1.Cl. Product: [Br:18][C:19]1[CH:20]=[C:21]([N+:26]([O-:28])=[O:27])[C:22]([CH:8]([C:9]([O:11][CH2:12][CH3:13])=[O:10])[C:7]([O:15][CH2:16][CH3:17])=[O:14])=[N:23][CH:24]=1. The catalyst class is: 3. (2) Reactant: C([O:3][P:4]([CH2:9][C@@H:10]1[C@H:15]([NH:16][C:17](=[O:19])[CH3:18])[C@@H:14]([O:20][CH2:21][C:22]2[CH:27]=[CH:26][CH:25]=[CH:24][CH:23]=2)[C@H:13]([O:28][CH2:29][C:30]2[CH:35]=[CH:34][CH:33]=[CH:32][CH:31]=2)[C@@H:12]([CH2:36][O:37][CH2:38][C:39]2[CH:44]=[CH:43][CH:42]=[CH:41][CH:40]=2)[O:11]1)(=[O:8])[O:5]CC)C.N1C=CC=CC=1.C[Si](Br)(C)C. Product: [C:17]([NH:16][C@@H:15]1[C@@H:14]([O:20][CH2:21][C:22]2[CH:23]=[CH:24][CH:25]=[CH:26][CH:27]=2)[C@H:13]([O:28][CH2:29][C:30]2[CH:35]=[CH:34][CH:33]=[CH:32][CH:31]=2)[C@@H:12]([CH2:36][O:37][CH2:38][C:39]2[CH:44]=[CH:43][CH:42]=[CH:41][CH:40]=2)[O:11][C@@H:10]1[CH2:9][P:4](=[O:3])([OH:5])[OH:8])(=[O:19])[CH3:18]. The catalyst class is: 10. (3) Reactant: Br[C:2]1[CH:7]=[CH:6][C:5]([O:8][C:9]2[CH:14]=[CH:13][CH:12]=[CH:11][CH:10]=2)=[C:4]([Cl:15])[CH:3]=1.O(C1C=CC([B:31]2[O:35][C:34]([CH3:37])([CH3:36])[C:33]([CH3:39])([CH3:38])[O:32]2)=CC=1C#N)C1C=CC=CC=1.CO[C@@H]1[C@@H](C(OC)=O)[C@@H]2[C@@H](CN3[C@H](C2)C2NC4C=C(OC)C=CC=4C=2CC3)C[C@H]1OC(C1C=C(OC)C(OC)=C(OC)C=1)=O. Product: [Cl:15][C:4]1[CH:3]=[C:2]([B:31]2[O:35][C:34]([CH3:37])([CH3:36])[C:33]([CH3:39])([CH3:38])[O:32]2)[CH:7]=[CH:6][C:5]=1[O:8][C:9]1[CH:14]=[CH:13][CH:12]=[CH:11][CH:10]=1. The catalyst class is: 10. (4) Reactant: [F:1][C:2]([F:36])([F:35])[C:3]([C:9]1[C:18]2[C:13](=[CH:14][CH:15]=[CH:16][CH:17]=2)[C:12]([C:19]2[S:23][C:22]([C:24](=[O:31])[NH:25][CH2:26][C:27]([OH:30])([CH3:29])[CH3:28])=[N:21][C:20]=2[C:32]([OH:34])=O)=[CH:11][CH:10]=1)([OH:8])[C:4]([F:7])([F:6])[F:5].[CH3:37][CH:38]1[CH2:43][CH2:42][NH:41][CH2:40][CH2:39]1.CCN(C(C)C)C(C)C.CN(C(ON1N=NC2C=CC=NC1=2)=[N+](C)C)C.F[P-](F)(F)(F)(F)F. Product: [F:36][C:2]([F:1])([F:35])[C:3]([C:9]1[C:18]2[C:13](=[CH:14][CH:15]=[CH:16][CH:17]=2)[C:12]([C:19]2[S:23][C:22]([C:24]([NH:25][CH2:26][C:27]([OH:30])([CH3:29])[CH3:28])=[O:31])=[N:21][C:20]=2[C:32]([N:41]2[CH2:42][CH2:43][CH:38]([CH3:37])[CH2:39][CH2:40]2)=[O:34])=[CH:11][CH:10]=1)([OH:8])[C:4]([F:7])([F:6])[F:5]. The catalyst class is: 18. (5) Reactant: [Cl:1][C:2]1[CH:3]=[C:4]([CH:8]=[C:9]([Cl:11])[N:10]=1)[C:5](O)=[O:6].C(Cl)(=O)C(Cl)=O.[CH3:18][NH:19][O:20][CH3:21].C(N(CC)CC)C. Product: [Cl:1][C:2]1[CH:3]=[C:4]([CH:8]=[C:9]([Cl:11])[N:10]=1)[C:5]([N:19]([O:20][CH3:21])[CH3:18])=[O:6]. The catalyst class is: 306. (6) Reactant: Cl[C:2]1[N:7]=[C:6](Cl)[N:5]=[C:4]([NH:9][C:10]2[CH:69]=[CH:68][C:13]([O:14][CH2:15][C:16]([CH2:51][O:52][C:53]3[CH:58]=[CH:57][C:56]([NH:59][C:60]4[N:65]=[C:64](Cl)[N:63]=[C:62](Cl)[N:61]=4)=[CH:55][CH:54]=3)([CH2:34][O:35][C:36]3[CH:41]=[CH:40][C:39]([NH:42][C:43]4[N:48]=[C:47](Cl)[N:46]=[C:45](Cl)[N:44]=4)=[CH:38][CH:37]=3)[CH2:17][O:18][C:19]3[CH:24]=[CH:23][C:22]([NH:25][C:26]4[N:31]=[C:30](Cl)[N:29]=[C:28](Cl)[N:27]=4)=[CH:21][CH:20]=3)=[CH:12][CH:11]=2)[N:3]=1.[CH2:70]([NH2:78])[CH2:71][CH2:72][CH2:73][CH2:74][CH2:75][CH2:76][CH3:77].[OH-].[Na+].CO. Product: [CH2:70]([NH:78][C:2]1[N:7]=[C:6]([NH:78][CH2:70][CH2:71][CH2:72][CH2:73][CH2:74][CH2:75][CH2:76][CH3:77])[N:5]=[C:4]([NH:9][C:10]2[CH:69]=[CH:68][C:13]([O:14][CH2:15][C:16]([CH2:51][O:52][C:53]3[CH:58]=[CH:57][C:56]([NH:59][C:60]4[N:65]=[C:64]([NH:78][CH2:70][CH2:71][CH2:72][CH2:73][CH2:74][CH2:75][CH2:76][CH3:77])[N:63]=[C:62]([NH:78][CH2:70][CH2:71][CH2:72][CH2:73][CH2:74][CH2:75][CH2:76][CH3:77])[N:61]=4)=[CH:55][CH:54]=3)([CH2:34][O:35][C:36]3[CH:41]=[CH:40][C:39]([NH:42][C:43]4[N:48]=[C:47]([NH:78][CH2:70][CH2:71][CH2:72][CH2:73][CH2:74][CH2:75][CH2:76][CH3:77])[N:46]=[C:45]([NH:78][CH2:70][CH2:71][CH2:72][CH2:73][CH2:74][CH2:75][CH2:76][CH3:77])[N:44]=4)=[CH:38][CH:37]=3)[CH2:17][O:18][C:19]3[CH:24]=[CH:23][C:22]([NH:25][C:26]4[N:31]=[C:30]([NH:78][CH2:70][CH2:71][CH2:72][CH2:73][CH2:74][CH2:75][CH2:76][CH3:77])[N:29]=[C:28]([NH:78][CH2:70][CH2:71][CH2:72][CH2:73][CH2:74][CH2:75][CH2:76][CH3:77])[N:27]=4)=[CH:21][CH:20]=3)=[CH:12][CH:11]=2)[N:3]=1)[CH2:71][CH2:72][CH2:73][CH2:74][CH2:75][CH2:76][CH3:77]. The catalyst class is: 12.